Dataset: Reaction yield outcomes from USPTO patents with 853,638 reactions. Task: Predict the reaction yield, written as a fraction of the theoretical maximum amount of product (1.0 means a 100% yield; for example, 0.34 means a 34% yield). (1) The reactants are C[Si](C)(C)[N-][Si](C)(C)C.[Li+].[C:11]([O:14][CH2:15][CH3:16])(=[O:13])[CH3:12].[F:17][C:18]([F:26])([CH:23]([F:25])[F:24])[C:19](OC)=[O:20].[Cl-].[NH4+].Cl. The catalyst is C1COCC1. The product is [F:17][C:18]([F:26])([CH:23]([F:25])[F:24])[C:19](=[O:20])[CH2:12][C:11]([O:14][CH2:15][CH3:16])=[O:13]. The yield is 0.870. (2) The reactants are [N+:1]([C:4]1[CH:10]=[CH:9][C:7]([NH2:8])=[CH:6][CH:5]=1)([O-:3])=[O:2].[Br:11]Br. The catalyst is CC(O)=O. The product is [Br:11][C:9]1[CH:10]=[C:4]([N+:1]([O-:3])=[O:2])[CH:5]=[CH:6][C:7]=1[NH2:8]. The yield is 0.800. (3) The reactants are [CH3:1][C:2]1[N:3]([S:14]([C:17]2[CH:22]=[CH:21][CH:20]=[CH:19][CH:18]=2)(=[O:16])=[O:15])[C:4]([C:9]2[CH:13]=[CH:12][S:11][CH:10]=2)=[CH:5][C:6]=1[CH2:7][OH:8].C[N+]1([O-])CCOCC1. The catalyst is [Ru]([O-])(=O)(=O)=O.C([N+](CCC)(CCC)CCC)CC. The product is [CH3:1][C:2]1[N:3]([S:14]([C:17]2[CH:22]=[CH:21][CH:20]=[CH:19][CH:18]=2)(=[O:15])=[O:16])[C:4]([C:9]2[CH:13]=[CH:12][S:11][CH:10]=2)=[CH:5][C:6]=1[CH:7]=[O:8]. The yield is 0.760. (4) The reactants are [OH:1][CH:2]1[C:6]([CH3:8])([CH3:7])[CH2:5][CH2:4][N:3]1[C:9]([O:11][CH2:12][C:13]1[CH:18]=[CH:17][CH:16]=[CH:15][CH:14]=1)=[O:10].[C:19]1(C)C=CC(S([O-])(=O)=O)=CC=1.[NH+]1C=CC=CC=1. The catalyst is CO. The product is [CH3:7][C:6]1([CH3:8])[CH2:5][CH2:4][N:3]([C:9]([O:11][CH2:12][C:13]2[CH:14]=[CH:15][CH:16]=[CH:17][CH:18]=2)=[O:10])[CH:2]1[O:1][CH3:19]. The yield is 0.900. (5) The reactants are [CH3:1][CH:2]([CH2:4][CH2:5][CH2:6][C@H:7]([C@@H:9]1[C@:27]2([CH3:28])[C@H:12]([C@H:13]3[C@H:24]([CH2:25][CH2:26]2)[C@:22]2([CH3:23])[C:16]([CH2:17][C@H:18]([CH2:20][CH2:21]2)[OH:19])=[CH:15][CH2:14]3)[CH2:11][CH2:10]1)[CH3:8])[CH3:3].C(N(CC)CC)C.[CH3:36][S:37](Cl)(=[O:39])=[O:38]. The yield is 0.990. The product is [CH3:36][S:37]([O:19][C@H:18]1[CH2:20][CH2:21][C@@:22]2([CH3:23])[C:16](=[CH:15][CH2:14][C@@H:13]3[C@@H:24]2[CH2:25][CH2:26][C@@:27]2([CH3:28])[C@H:12]3[CH2:11][CH2:10][C@@H:9]2[C@H:7]([CH3:8])[CH2:6][CH2:5][CH2:4][CH:2]([CH3:1])[CH3:3])[CH2:17]1)(=[O:39])=[O:38]. The catalyst is C(Cl)Cl.